Dataset: Full USPTO retrosynthesis dataset with 1.9M reactions from patents (1976-2016). Task: Predict the reactants needed to synthesize the given product. Given the product [C:1]([CH2:4][CH2:5][C:6]1[C:18]([CH2:19][CH2:20][CH2:21][CH2:22][CH2:23][CH2:24][O:25][C:26]2[CH:31]=[C:30]([C:32]3[CH:36]=[CH:35][S:34][CH:33]=3)[CH:29]=[C:28]([C:37](=[O:41])[NH:38][CH2:40][CH:49]3[CH2:54][CH2:53][CH2:52][CH2:51][CH2:50]3)[CH:27]=2)=[CH:17][CH:16]=[CH:15][C:7]=1[O:8][CH2:9][CH2:10][CH2:11][C:12]([OH:14])=[O:13])([OH:3])=[O:2], predict the reactants needed to synthesize it. The reactants are: [C:1]([CH2:4][CH2:5][C:6]1[C:18]([CH2:19][CH2:20][CH2:21][CH2:22][CH2:23][CH2:24][O:25][C:26]2[CH:31]=[C:30]([C:32]3[CH:36]=[CH:35][S:34][CH:33]=3)[CH:29]=[C:28]([C:37](=[O:41])[N:38]([CH3:40])C)[CH:27]=2)=[CH:17][CH:16]=[CH:15][C:7]=1[O:8][CH2:9][CH2:10][CH2:11][C:12]([OH:14])=[O:13])([OH:3])=[O:2].C(OC(CC[C:49]1[C:54](OCCCC(OCC)=O)=[CH:53][CH:52]=[CH:51][C:50]=1CCCCCCO[C:49]1[CH:54]=[C:53]([CH:52]=[C:51](C2C=CSC=2)[CH:50]=1)C(O)=O)=O)C.C1(CN)CCCCC1.